Predict the reaction yield, written as a fraction of the theoretical maximum amount of product (1.0 means a 100% yield; for example, 0.34 means a 34% yield). From a dataset of Reaction yield outcomes from USPTO patents with 853,638 reactions. The reactants are Cl[C:2]1[CH:3]=[C:4]([NH:10][C:11]2[CH:16]=[CH:15][C:14]([C:17]([N:19]3[CH2:24][CH2:23][O:22][CH2:21][CH2:20]3)=[O:18])=[CH:13][N:12]=2)[C:5](=[O:9])[N:6]([CH3:8])[N:7]=1.[C:25]([O:28][CH2:29][C:30]1[C:31]([N:45]2[CH2:57][CH2:56][N:48]3[C:49]4[CH2:50][CH2:51][CH2:52][CH2:53][C:54]=4[CH:55]=[C:47]3[C:46]2=[O:58])=[N:32][CH:33]=[CH:34][C:35]=1B1OC(C)(C)C(C)(C)O1)(=[O:27])[CH3:26].C1(P(C2CCCCC2)C2CCCCC2)CCCCC1.C(=O)([O-])[O-].[Cs+].[Cs+]. The catalyst is O.C1C=CC(/C=C/C(/C=C/C2C=CC=CC=2)=O)=CC=1.C1C=CC(/C=C/C(/C=C/C2C=CC=CC=2)=O)=CC=1.C1C=CC(/C=C/C(/C=C/C2C=CC=CC=2)=O)=CC=1.[Pd].[Pd].O1CCOCC1. The product is [C:25]([O:28][CH2:29][C:30]1[C:31]([N:45]2[CH2:57][CH2:56][N:48]3[C:49]4[CH2:50][CH2:51][CH2:52][CH2:53][C:54]=4[CH:55]=[C:47]3[C:46]2=[O:58])=[N:32][CH:33]=[CH:34][C:35]=1[C:2]1[CH:3]=[C:4]([NH:10][C:11]2[CH:16]=[CH:15][C:14]([C:17]([N:19]3[CH2:24][CH2:23][O:22][CH2:21][CH2:20]3)=[O:18])=[CH:13][N:12]=2)[C:5](=[O:9])[N:6]([CH3:8])[N:7]=1)(=[O:27])[CH3:26]. The yield is 0.630.